Dataset: Experimentally validated miRNA-target interactions with 360,000+ pairs, plus equal number of negative samples. Task: Binary Classification. Given a miRNA mature sequence and a target amino acid sequence, predict their likelihood of interaction. (1) The miRNA is hsa-miR-3173-3p with sequence AAAGGAGGAAAUAGGCAGGCCA. The protein sequence of the target gene is MASSSGNDDDLTIPRAAINKMIKETLPNVRVANDARELVVNCCTEFIHLISSEANEICNKSEKKTISPEHVIQALESLGFGSYISEVKEVLQECKTVALKRRKASSRLENLGIPEEELLRQQQELFAKARQQQAELAQQEWLQMQQAAQQAQLAAASASASTQAGSSQDEEDDDDI. Result: 0 (no interaction). (2) The miRNA is hsa-miR-9-3p with sequence AUAAAGCUAGAUAACCGAAAGU. The protein sequence of the target gene is MAAPEGSGLGEDARLDQETAQWLRWDKNSLTLEAVKRLIAEGNKEELRKCFGARMEFGTAGLRAAMGPGISRMNDLTIIQTTQGFCRYLEKQFSDLKQKGIVISFDARAHPSSGGSSRRFARLAATTFISQGIPVYLFSDITPTPFVPFTVSHLKLCAGIMITASHNPKQDNGYKVYWDNGAQIISPHDKGISQAIEENLEPWPQAWDDSLIDSSPLLHNPSASINNDYFEDLKKYCFHRSVNRETKVKFVHTSVHGVGHSFVQSAFKAFDLVPPEAVPEQKDPDPEFPTVKYPNPEEGK.... Result: 1 (interaction). (3) The miRNA is hsa-miR-7114-3p with sequence UGACCCACCCCUCUCCACCAG. The protein sequence of the target gene is METEPVSVQKVPAPPGSPCRQQDSALTPTPTMPPPEEPSEDYEHSQSPAEQAIQEEFQFLRCPSCQAQAKCPKLLPCLHTLCSGCLEAPGLQCPICKAPGQADANGEALDNVFFESLQRRLAVFRQIVDAQAACTRCKGLADFWCFECEQLICSKCFEAHQWYLKHEARPLADLRDNSVSSFLDSTRKSNIFCSNTNHRNPALTDIYCRGCAKPLCCTCALLDRNHSHLHCDIGEEIQQWHEELGTMTQTLEEQGRTFDSAHAQMCSAIGQLDHARADIEKQIRARVRQVVDYVQAQERE.... Result: 0 (no interaction). (4) The miRNA is hsa-miR-127-3p with sequence UCGGAUCCGUCUGAGCUUGGCU. The protein sequence of the target gene is MSRPGHGGLMPVNGLGFPPQNVARVVVWEWLNEHSRWRPYTATVCHHIENVLKEDARGSVVLGQVDAQLVPYIIDLQSMHQFRQDTGTMRPVRRNFYDPSSAPGKGIVWEWENDGGAWTAYDMDICITIQNAYEKQHPWLDLSSLGFCYLIYFNSMSQMNRQTRRRRRLRRRLDLAYPLTVGSIPKSQSWPVGASSGQPCSCQQCLLVNSTRAASNAILASQRRKAPPAPPLPPPPPPGGPPGALAVRPSATFTGAALWAAPAAGPAEPAPPPGAPPRSPGAPGGARTPGQNNLNRPGPQ.... Result: 0 (no interaction). (5) The miRNA is hsa-miR-6778-3p with sequence UGCCUCCCUGACAUUCCACAG. The protein sequence of the target gene is MKLHYVAVLTLAILMFLTWLPESLSCNKALCASDVSKCLIQELCQCRPGEGNCSCCKECMLCLGALWDECCDCVGMCNPRNYSDTPPTSKSTVEELHEPIPSLFRALTEGDTQLNWNIVSFPVAEELSHHENLVSFLETVNQPHHQNVSVPSNNVHAPYSSDKEHMCTVVYFDDCMSIHQCKISCESMGASKYRWFHNACCECIGPECIDYGSKTVKCMNCMF. Result: 1 (interaction). (6) The miRNA is hsa-miR-520f-3p with sequence AAGUGCUUCCUUUUAGAGGGUU. The protein sequence of the target gene is MAVQRAASPRRPPAPLWPRLLLPLLLLLLPAPSEGLGHSAELAFAVEPSDDVAVPGQPIVLDCRVEGTPPVRITWRKNGVELPESTHSTLLANGSLMIRHFRLEPGGSPSDEGDYECVAQNRFGLVVSRKARIQAATMSDFHVHPQATVGEEGGVARFQCQIHGLPKPLITWEKNRVPIDTDNERYTLLPKGVLQITGLRAEDGGIFHCVASNIASIRISHGARLTVSGSGSGAYKEPAILVGPENLTLTVHQTAVLECVATGNPRPIVSWSRLDGRPIGVEGIQVLGTGNLIISDVTVQ.... Result: 1 (interaction). (7) The miRNA is hsa-miR-4507 with sequence CUGGGUUGGGCUGGGCUGGG. The protein sequence of the target gene is MFSWMGRQAGGRERAGGADAVQTVTGGLRSLYLRKVLPLEEAYRFHEFHSPALEDADFENKPMILLVGQYSTGKTTFIRYLLEQDFPGMRIGPEPTTDSFIAVMYGETEGSTPGNALVVDPKKPFRKLSRFGNAFLNRFMCSQLPNQVLKSISVIDSPGILSGEKQRISRGYDFCQVLQWFAERVDRIILLFDAHKLDISDEFSEAIKAFRGQDDKIRVVLNKADQVDTQQLMRVYGALMWSLGKVINTPEVLRVYIGSFWAQPLQNTDNRRLFEAEAQDLFRDIQSLPQKAAVRKLNDL.... Result: 0 (no interaction).